From a dataset of Full USPTO retrosynthesis dataset with 1.9M reactions from patents (1976-2016). Predict the reactants needed to synthesize the given product. (1) Given the product [N:5]1[CH:6]=[CH:7][CH:8]=[C:3]([CH:2]([C:9]2[CH:10]=[N:11][CH:12]=[CH:13][CH:14]=2)[N:18]2[CH2:17][CH2:16][N:15]([C:21]([O:23][C:24]([CH3:27])([CH3:26])[CH3:25])=[O:22])[CH2:20][CH2:19]2)[CH:4]=1, predict the reactants needed to synthesize it. The reactants are: Cl[CH:2]([C:9]1[CH:10]=[N:11][CH:12]=[CH:13][CH:14]=1)[C:3]1[CH:4]=[N:5][CH:6]=[CH:7][CH:8]=1.[N:15]1([C:21]([O:23][C:24]([CH3:27])([CH3:26])[CH3:25])=[O:22])[CH2:20][CH2:19][NH:18][CH2:17][CH2:16]1. (2) Given the product [Cl:13][C:6]1[CH:5]=[C:4]2[C:9]([C:10]([NH:22][CH2:21][CH2:20][C:15]3[CH:16]=[CH:17][CH:18]=[CH:19][N:14]=3)=[N:11][CH:2]=[N:3]2)=[CH:8][CH:7]=1, predict the reactants needed to synthesize it. The reactants are: Cl[C:2]1[N:11]=[C:10](Cl)[C:9]2[C:4](=[CH:5][C:6]([Cl:13])=[CH:7][CH:8]=2)[N:3]=1.[N:14]1[CH:19]=[CH:18][CH:17]=[CH:16][C:15]=1[CH2:20][CH2:21][NH2:22]. (3) The reactants are: [CH:1]1([C@H:7]([OH:9])[CH3:8])[CH2:6][CH2:5][CH2:4][CH2:3][CH2:2]1.[C:10](OC(=O)C)(=[O:12])[CH3:11]. Given the product [C:10]([O:9][C@@H:7]([CH:1]1[CH2:6][CH2:5][CH2:4][CH2:3][CH2:2]1)[CH3:8])(=[O:12])[CH3:11], predict the reactants needed to synthesize it. (4) Given the product [F:12][C:13]1[CH:19]=[CH:18][C:17]([N+:20]([O-:22])=[O:21])=[CH:16][C:14]=1[NH:15][C:2]1[CH:7]=[CH:6][CH:5]=[CH:4][C:3]=1[CH2:8][C:9]([OH:11])=[O:10], predict the reactants needed to synthesize it. The reactants are: Br[C:2]1[CH:7]=[CH:6][CH:5]=[CH:4][C:3]=1[CH2:8][C:9]([OH:11])=[O:10].[F:12][C:13]1[CH:19]=[CH:18][C:17]([N+:20]([O-:22])=[O:21])=[CH:16][C:14]=1[NH2:15]. (5) Given the product [CH3:20][O:19][C:14]1[CH:15]=[CH:16][CH:17]=[CH:18][C:13]=1[C:12]1[N:6]2[C:7]([CH:8]=[N:9][C:4]([NH:36][C:33]3[CH:34]=[CH:35][C:30]([O:29][CH2:28][CH2:27][N:21]4[CH2:22][CH2:23][O:24][CH2:25][CH2:26]4)=[CH:31][CH:32]=3)=[N:5]2)=[CH:10][CH:11]=1, predict the reactants needed to synthesize it. The reactants are: CS([C:4]1[N:9]=[CH:8][C:7]2=[CH:10][CH:11]=[C:12]([C:13]3[CH:18]=[CH:17][CH:16]=[CH:15][C:14]=3[O:19][CH3:20])[N:6]2[N:5]=1)=O.[N:21]1([CH2:27][CH2:28][O:29][C:30]2[CH:35]=[CH:34][C:33]([NH2:36])=[CH:32][CH:31]=2)[CH2:26][CH2:25][O:24][CH2:23][CH2:22]1.COCC(O)C.C(N(CC)C(C)C)(C)C. (6) Given the product [S:46]1[C:47]2[CH:53]=[CH:52][CH:51]=[CH:50][C:48]=2[N:49]=[C:45]1[S:44][CH2:2][C:3]1[CH:8]=[CH:7][C:6]([CH:9]2[CH2:14][CH2:13][N:12]([C:15]([O:17][C:18]([CH3:21])([CH3:19])[CH3:20])=[O:16])[CH2:11][CH:10]2[O:22][CH2:23][C:24]2[CH:33]=[CH:32][C:31]3[C:26](=[CH:27][CH:28]=[CH:29][CH:30]=3)[CH:25]=2)=[CH:5][CH:4]=1, predict the reactants needed to synthesize it. The reactants are: O[CH2:2][C:3]1[CH:8]=[CH:7][C:6]([CH:9]2[CH2:14][CH2:13][N:12]([C:15]([O:17][C:18]([CH3:21])([CH3:20])[CH3:19])=[O:16])[CH2:11][CH:10]2[O:22][CH2:23][C:24]2[CH:33]=[CH:32][C:31]3[C:26](=[CH:27][CH:28]=[CH:29][CH:30]=3)[CH:25]=2)=[CH:5][CH:4]=1.[S:46]1[C:47]2[CH:53]=[CH:52][CH:51]=[CH:50][C:48]=2[N:49]=[C:45]1[S:44][S:44][C:45]1[S:46][C:47]2[CH:53]=[CH:52][CH:51]=[CH:50][C:48]=2[N:49]=1. (7) Given the product [NH:15]([C:2]1[CH:11]=[C:10]([CH3:12])[C:9]2[C:4](=[C:5]([CH3:14])[CH:6]=[CH:7][C:8]=2[CH3:13])[N:3]=1)[NH2:16], predict the reactants needed to synthesize it. The reactants are: Cl[C:2]1[CH:11]=[C:10]([CH3:12])[C:9]2[C:4](=[C:5]([CH3:14])[CH:6]=[CH:7][C:8]=2[CH3:13])[N:3]=1.[NH2:15][NH2:16]. (8) Given the product [CH2:25]([O:24][CH2:23][O:1][C:2]1[CH:11]=[C:6]([C:7]([O:9][CH3:10])=[O:8])[CH:5]=[C:4]([CH:3]=1)[C:12]([O:14][CH3:15])=[O:13])[CH3:26], predict the reactants needed to synthesize it. The reactants are: [OH:1][C:2]1[CH:3]=[C:4]([C:12]([O:14][CH3:15])=[O:13])[CH:5]=[C:6]([CH:11]=1)[C:7]([O:9][CH3:10])=[O:8].C([O-])([O-])=O.[K+].[K+].Cl[CH2:23][O:24][CH2:25][CH3:26].